This data is from Retrosynthesis with 50K atom-mapped reactions and 10 reaction types from USPTO. The task is: Predict the reactants needed to synthesize the given product. Given the product O=C(C1=C(c2ccccc2)CCc2ccccc21)c1ccc(O)cc1, predict the reactants needed to synthesize it. The reactants are: COc1ccc(C(=O)C2=C(c3ccccc3)CCc3ccccc32)cc1.